The task is: Predict the reactants needed to synthesize the given product.. This data is from Full USPTO retrosynthesis dataset with 1.9M reactions from patents (1976-2016). (1) The reactants are: Br[C:2]1[CH:11]=[CH:10][CH:9]=[C:8]2[C:3]=1[CH:4]=[CH:5][C:6]([S:12]([N:15](CC1C=CC(OC)=CC=1OC)[C:16]1[S:20][N:19]=[CH:18][N:17]=1)(=[O:14])=[O:13])=[CH:7]2.[C:32]([C:34]1[CH:39]=[CH:38][C:37](B(O)O)=[C:36]([O:43][CH3:44])[CH:35]=1)#[N:33].P([O-])([O-])([O-])=O.[K+].[K+].[K+].O1CCOCC1. Given the product [C:32]([C:34]1[CH:39]=[CH:38][C:37]([C:2]2[CH:11]=[CH:10][CH:9]=[C:8]3[C:3]=2[CH:4]=[CH:5][C:6]([S:12]([NH:15][C:16]2[S:20][N:19]=[CH:18][N:17]=2)(=[O:14])=[O:13])=[CH:7]3)=[C:36]([O:43][CH3:44])[CH:35]=1)#[N:33], predict the reactants needed to synthesize it. (2) Given the product [O:17]=[C:15]([N:18]1[CH2:19][CH2:20][CH:21]([N:24]2[C:28]3=[N:29][CH:30]=[CH:31][CH:32]=[C:27]3[NH:26][C:25]2=[O:33])[CH2:22][CH2:23]1)[CH2:14][CH2:13][CH2:12][C:4]1[NH:3][C:2](=[O:1])[C:11]2[C:6](=[CH:7][CH:8]=[CH:9][CH:10]=2)[N:5]=1, predict the reactants needed to synthesize it. The reactants are: [O:1]=[C:2]1[C:11]2[C:6](=[CH:7][CH:8]=[CH:9][CH:10]=2)[N:5]=[C:4]([CH2:12][CH2:13][CH2:14][C:15]([OH:17])=O)[NH:3]1.[NH:18]1[CH2:23][CH2:22][CH:21]([N:24]2[C:28]3=[N:29][CH:30]=[CH:31][CH:32]=[C:27]3[NH:26][C:25]2=[O:33])[CH2:20][CH2:19]1.